This data is from Peptide-MHC class I binding affinity with 185,985 pairs from IEDB/IMGT. The task is: Regression. Given a peptide amino acid sequence and an MHC pseudo amino acid sequence, predict their binding affinity value. This is MHC class I binding data. (1) The peptide sequence is QLFTFSPRR. The MHC is HLA-A68:01 with pseudo-sequence HLA-A68:01. The binding affinity (normalized) is 0.907. (2) The peptide sequence is YCAVVPLVY. The MHC is HLA-A29:02 with pseudo-sequence HLA-A29:02. The binding affinity (normalized) is 0.892.